Dataset: Reaction yield outcomes from USPTO patents with 853,638 reactions. Task: Predict the reaction yield, written as a fraction of the theoretical maximum amount of product (1.0 means a 100% yield; for example, 0.34 means a 34% yield). (1) The reactants are [CH2:1]([O:3][CH2:4][CH2:5][NH2:6])[CH3:2].[Br:7][C:8]1[CH:13]=[CH:12][C:11]([S:14](Cl)(=[O:16])=[O:15])=[CH:10][CH:9]=1.C(N(C(C)C)C(C)C)C.C([O-])(O)=O.[Na+]. The catalyst is O1CCCC1. The product is [Br:7][C:8]1[CH:13]=[CH:12][C:11]([S:14]([NH:6][CH2:5][CH2:4][O:3][CH2:1][CH3:2])(=[O:16])=[O:15])=[CH:10][CH:9]=1. The yield is 0.900. (2) The reactants are [NH2:1][C:2]1[CH:3]=[C:4]([O:10][CH3:11])[C:5]([O:8][CH3:9])=[CH:6][CH:7]=1.[Br-:12].[Br-].[Br-].C([N+](CCCC)(CCCC)CCCC)CCC.C([N+](CCCC)(CCCC)CCCC)CCC.C([N+](CCCC)(CCCC)CCCC)CCC. The catalyst is ClCCl.CO. The product is [Br:12][C:7]1[CH:6]=[C:5]([O:8][CH3:9])[C:4]([O:10][CH3:11])=[CH:3][C:2]=1[NH2:1]. The yield is 0.300. (3) The reactants are [C:1]([O:5][C:6](=[O:29])[N:7]([CH2:9][CH2:10][C:11]1[CH:16]=[C:15]([F:17])[CH:14]=[CH:13][C:12]=1[S:18][Si](C(C)C)(C(C)C)C(C)C)[CH3:8])([CH3:4])([CH3:3])[CH3:2].F.F.F.C(N(CC)CC)C. The catalyst is C1COCC1. The product is [C:1]([O:5][C:6](=[O:29])[N:7]([CH2:9][CH2:10][C:11]1[CH:16]=[C:15]([F:17])[CH:14]=[CH:13][C:12]=1[SH:18])[CH3:8])([CH3:4])([CH3:2])[CH3:3]. The yield is 0.720. (4) The reactants are C[Al](C)C.[NH:5]1[CH2:10][CH2:9][O:8][CH2:7][CH2:6]1.C[O:12][C:13]([C:15]1[NH:16][N:17]=[C:18]([O:20][CH2:21][C:22]2[C:23]([C:28]3[CH:33]=[CH:32][CH:31]=[CH:30][CH:29]=3)=[N:24][O:25][C:26]=2[CH3:27])[CH:19]=1)=O.[C@H](O)(C([O-])=O)[C@@H](O)C([O-])=O.[Na+].[K+]. The catalyst is O1CCOCC1. The product is [CH3:27][C:26]1[O:25][N:24]=[C:23]([C:28]2[CH:33]=[CH:32][CH:31]=[CH:30][CH:29]=2)[C:22]=1[CH2:21][O:20][C:18]1[CH:19]=[C:15]([C:13]([N:5]2[CH2:10][CH2:9][O:8][CH2:7][CH2:6]2)=[O:12])[NH:16][N:17]=1. The yield is 0.400. (5) The reactants are [NH2:1][C:2]1[CH:3]=[CH:4][C:5]2[N:10]([CH2:11][CH2:12][N:13]([CH3:23])[C:14](=[O:22])[O:15][C:16]3[CH:21]=[CH:20][CH:19]=[CH:18][CH:17]=3)[CH2:9][CH2:8][S:7][C:6]=2[CH:24]=1.I.[S:26]1[CH:30]=[CH:29][CH:28]=[C:27]1[C:31](SC)=[NH:32]. The catalyst is C(O)C.O.C(=O)([O-])[O-].[Na+].[Na+]. The product is [CH3:23][N:13]([CH2:12][CH2:11][N:10]1[CH2:9][CH2:8][S:7][C:6]2[CH:24]=[C:2]([NH:1][C:31]([C:27]3[S:26][CH:30]=[CH:29][CH:28]=3)=[NH:32])[CH:3]=[CH:4][C:5]1=2)[C:14](=[O:22])[O:15][C:16]1[CH:17]=[CH:18][CH:19]=[CH:20][CH:21]=1. The yield is 0.680.